From a dataset of Full USPTO retrosynthesis dataset with 1.9M reactions from patents (1976-2016). Predict the reactants needed to synthesize the given product. Given the product [C:72]([CH2:75][CH2:76][CH2:77][CH2:78][C:79]1[CH:80]=[C:81](/[C:2](=[CH:35]\[CH:36]=[C:37]2\[N:38]([CH2:60][CH2:61][CH2:62][S:63]([O-:66])(=[O:65])=[O:64])[C:39]3[CH:40]=[CH:41][C:42]4[C:51]([S:52]([O-:55])(=[O:54])=[O:53])=[CH:50][C:49]([S:56]([O-:59])(=[O:57])=[O:58])=[CH:48][C:43]=4[C:44]=3[C:45]\2([CH3:47])[CH3:46])/[CH:3]=[CH:4]/[C:5]2[C:13]([CH3:14])([CH3:15])[C:12]3[C:11]4[CH:16]=[C:17]([S:24]([O-:27])(=[O:25])=[O:26])[CH:18]=[C:19]([S:20]([O-:23])(=[O:21])=[O:22])[C:10]=4[CH:9]=[CH:8][C:7]=3[N+:6]=2[CH2:28][CH2:29][CH2:30][S:31]([O-:34])(=[O:32])=[O:33])[CH:82]=[CH:83][CH:84]=1)([OH:74])=[O:73].[Na+:67].[Na+:67].[Na+:67].[Na+:67].[Na+:67], predict the reactants needed to synthesize it. The reactants are: Br/[C:2](=[CH:35]\[CH:36]=[C:37]1\[N:38]([CH2:60][CH2:61][CH2:62][S:63]([O-:66])(=[O:65])=[O:64])[C:39]2[CH:40]=[CH:41][C:42]3[C:51]([S:52]([O-:55])(=[O:54])=[O:53])=[CH:50][C:49]([S:56]([O-:59])(=[O:58])=[O:57])=[CH:48][C:43]=3[C:44]=2[C:45]\1([CH3:47])[CH3:46])/[CH:3]=[CH:4]/[C:5]1[C:13]([CH3:15])([CH3:14])[C:12]2[C:11]3[CH:16]=[C:17]([S:24]([O-:27])(=[O:26])=[O:25])[CH:18]=[C:19]([S:20]([O-:23])(=[O:22])=[O:21])[C:10]=3[CH:9]=[CH:8][C:7]=2[N+:6]=1[CH2:28][CH2:29][CH2:30][S:31]([O-:34])(=[O:33])=[O:32].[Na+:67].[Na+].[Na+].[Na+].[Na+].[C:72]([CH2:75][CH2:76][CH2:77][CH2:78][C:79]1[CH:80]=[C:81](B(O)O)[CH:82]=[CH:83][CH:84]=1)([OH:74])=[O:73].C(=O)([O-])[O-].[Cs+].[Cs+].O.